Dataset: Forward reaction prediction with 1.9M reactions from USPTO patents (1976-2016). Task: Predict the product of the given reaction. (1) Given the reactants [Cl:1][C:2]1[CH:3]=[C:4]2[C:9](=[CH:10][CH:11]=1)[C:8](=[O:12])[N:7]([C:13]1[CH:14]=[C:15]([CH2:19][C:20]([OH:22])=[O:21])[CH:16]=[N:17][CH:18]=1)[CH2:6][CH2:5]2.S(Cl)(Cl)=O.[CH3:27]O, predict the reaction product. The product is: [CH3:27][O:21][C:20](=[O:22])[CH2:19][C:15]1[CH:16]=[N:17][CH:18]=[C:13]([N:7]2[CH2:6][CH2:5][C:4]3[C:9](=[CH:10][CH:11]=[C:2]([Cl:1])[CH:3]=3)[C:8]2=[O:12])[CH:14]=1. (2) The product is: [F:37][C:34]([F:35])([F:36])[C:31]1[CH:32]=[CH:33][C:28](/[CH:27]=[CH:26]/[C:23]2[O:24][CH:25]=[C:21]([CH2:20][O:16][C:13]3[CH:12]=[CH:11][C:10]([CH2:9][CH2:8][CH2:7][CH2:6][N:1]4[CH:5]=[CH:4][N:3]=[N:2]4)=[CH:15][CH:14]=3)[N:22]=2)=[CH:29][CH:30]=1. Given the reactants [N:1]1([CH2:6][CH2:7][CH2:8][CH2:9][C:10]2[CH:15]=[CH:14][C:13]([OH:16])=[CH:12][CH:11]=2)[CH:5]=[CH:4][N:3]=[N:2]1.[H-].[Na+].Cl[CH2:20][C:21]1[N:22]=[C:23](/[CH:26]=[CH:27]/[C:28]2[CH:33]=[CH:32][C:31]([C:34]([F:37])([F:36])[F:35])=[CH:30][CH:29]=2)[O:24][CH:25]=1, predict the reaction product. (3) Given the reactants [Cl:1][C:2]1[CH:7]=[CH:6][C:5]([S:8]([N:11]([C@H:21]([CH2:25][CH:26]([CH3:28])[CH3:27])[C:22]([NH2:24])=[O:23])[CH2:12][C:13]2[CH:18]=[CH:17][C:16]([CH2:19][OH:20])=[CH:15][CH:14]=2)(=[O:10])=[O:9])=[CH:4][CH:3]=1.CCN(CC)CC.[CH3:36][S:37](Cl)(=[O:39])=[O:38], predict the reaction product. The product is: [C:22]([C@H:21]([N:11]([CH2:12][C:13]1[CH:18]=[CH:17][C:16]([CH2:19][O:20][S:37]([CH3:36])(=[O:39])=[O:38])=[CH:15][CH:14]=1)[S:8]([C:5]1[CH:4]=[CH:3][C:2]([Cl:1])=[CH:7][CH:6]=1)(=[O:10])=[O:9])[CH2:25][CH:26]([CH3:28])[CH3:27])(=[O:23])[NH2:24]. (4) Given the reactants Cl[C:2]1[CH:7]=[C:6]([C:8]2[CH:9]=[N:10][C:11]([C:14]([F:17])([F:16])[F:15])=[N:12][CH:13]=2)[C:5]([C:18]([F:21])([F:20])[F:19])=[CH:4][N:3]=1.FB([CH2:26][NH:27][C:28](=[O:34])[O:29][C:30]([CH3:33])([CH3:32])[CH3:31])(F)F.[K].C(=O)([O-])[O-].[Na+].[Na+].O, predict the reaction product. The product is: [F:19][C:18]([F:21])([F:20])[C:5]1[C:6]([C:8]2[CH:9]=[N:10][C:11]([C:14]([F:17])([F:16])[F:15])=[N:12][CH:13]=2)=[CH:7][C:2]([CH2:26][NH:27][C:28](=[O:34])[O:29][C:30]([CH3:33])([CH3:32])[CH3:31])=[N:3][CH:4]=1. (5) Given the reactants Br[C:2]1[C:3]([CH3:16])=[CH:4][CH:5]=[C:6]2[C:11]=1[CH:10]=[C:9]([C:12]([OH:14])=[O:13])[CH:8]=[C:7]2[OH:15], predict the reaction product. The product is: [OH:15][C:7]1[C:6]2[C:11](=[CH:2][C:3]([CH3:16])=[CH:4][CH:5]=2)[CH:10]=[C:9]([C:12]([OH:14])=[O:13])[CH:8]=1. (6) Given the reactants ClC(Cl)(Cl)C([O:5][CH:6]1[O:38][C@H:37]([CH2:39][O:40][C:41](=[O:48])[C:42]2[CH:47]=[CH:46][CH:45]=[CH:44][CH:43]=2)[C@@H:27]([O:28][C:29](=[O:36])[C:30]2[CH:35]=[CH:34][CH:33]=[CH:32][CH:31]=2)[C@H:17]([O:18][C:19](=[O:26])[C:20]2[CH:25]=[CH:24][CH:23]=[CH:22][CH:21]=2)[C@H:7]1[O:8][C:9](=[O:16])[C:10]1[CH:15]=[CH:14][CH:13]=[CH:12][CH:11]=1)=N.C[C@H]1CO[C@@]2(O[C@H]3C[C@H]4[C@@H]5CC=C6C[C@@H](O)CC[C@]6(C)[C@H]5CC[C@]4(C)[C@H]3[C@@H]2C)CC1.[Si](OS(C(F)(F)F)(=O)=O)(C)(C)C.CN1CCOCC1, predict the reaction product. The product is: [C:9]([O:8][C@@H:7]1[C@@H:17]([O:18][C:19](=[O:26])[C:20]2[CH:25]=[CH:24][CH:23]=[CH:22][CH:21]=2)[C@H:27]([O:28][C:29](=[O:36])[C:30]2[CH:31]=[CH:32][CH:33]=[CH:34][CH:35]=2)[C@@H:37]([CH2:39][O:40][C:41](=[O:48])[C:42]2[CH:43]=[CH:44][CH:45]=[CH:46][CH:47]=2)[O:38][C@H:6]1[OH:5])(=[O:16])[C:10]1[CH:15]=[CH:14][CH:13]=[CH:12][CH:11]=1.